Dataset: Reaction yield outcomes from USPTO patents with 853,638 reactions. Task: Predict the reaction yield, written as a fraction of the theoretical maximum amount of product (1.0 means a 100% yield; for example, 0.34 means a 34% yield). The reactants are [C:1]([O:5][C:6]([N:8]1[CH2:12][CH2:11][CH2:10][C@@H:9]1[C:13]([OH:15])=O)=[O:7])([CH3:4])([CH3:3])[CH3:2].CN(C(O[N:24]1N=N[C:26]2C=CC=N[C:25]1=2)=[N+](C)C)C.F[P-](F)(F)(F)(F)F.C(N)C.CCN(C(C)C)C(C)C. The yield is 0.680. The catalyst is CN(C=O)C.CCOC(C)=O. The product is [CH2:25]([NH:24][C:13]([C@H:9]1[CH2:10][CH2:11][CH2:12][N:8]1[C:6]([O:5][C:1]([CH3:2])([CH3:3])[CH3:4])=[O:7])=[O:15])[CH3:26].